Dataset: Catalyst prediction with 721,799 reactions and 888 catalyst types from USPTO. Task: Predict which catalyst facilitates the given reaction. (1) Reactant: [Cl:1][C:2]1[C:11]2[C:6](=[CH:7][CH:8]=[C:9]([I:12])[CH:10]=2)[N:5]=[CH:4][C:3]=1[C:13]([NH2:15])=[O:14].[CH3:16][O:17][C:18]1[CH:19]=[C:20]([CH:22]=[CH:23][CH:24]=1)[NH2:21]. Product: [ClH:1].[I:12][C:9]1[CH:10]=[C:11]2[C:6](=[CH:7][CH:8]=1)[N:5]=[CH:4][C:3]([C:13]([NH2:15])=[O:14])=[C:2]2[NH:21][C:20]1[CH:22]=[CH:23][CH:24]=[C:18]([O:17][CH3:16])[CH:19]=1. The catalyst class is: 10. (2) Reactant: [Cl:1][C:2]1[CH:7]=[CH:6][C:5]([CH2:8][C@@H:9]([NH:33]C(=O)OC(C)(C)C)[C:10](=[O:32])[N:11]2[CH2:16][CH2:15][N:14]([C:17]3[C:22]([C:23]4[CH:28]=[CH:27][CH:26]=[CH:25][CH:24]=4)=[CH:21][N:20]=[C:19]4[NH:29][CH:30]=[CH:31][C:18]=34)[CH2:13][CH2:12]2)=[CH:4][CH:3]=1.C(O)(C(F)(F)F)=O.C1(N)C(F)=C(F)C(F)=C(N)C=1F.Cl.Cl. Product: [NH2:33][C@H:9]([CH2:8][C:5]1[CH:4]=[CH:3][C:2]([Cl:1])=[CH:7][CH:6]=1)[C:10]([N:11]1[CH2:16][CH2:15][N:14]([C:17]2[C:22]([C:23]3[CH:24]=[CH:25][CH:26]=[CH:27][CH:28]=3)=[CH:21][N:20]=[C:19]3[NH:29][CH:30]=[CH:31][C:18]=23)[CH2:13][CH2:12]1)=[O:32]. The catalyst class is: 2.